Dataset: Catalyst prediction with 721,799 reactions and 888 catalyst types from USPTO. Task: Predict which catalyst facilitates the given reaction. (1) Reactant: C(OC(=O)[N:7]([C:41](=[O:43])[CH3:42])[C@H:8]1[CH2:12][C@@H:11]([N:13]2[CH:21]=[N:20][C:19]3[C:14]2=[N:15][CH:16]=[N:17][C:18]=3[NH:22][CH2:23][C:24]2[CH:29]=[C:28]([Cl:30])[CH:27]=[CH:26][C:25]=2[O:31][CH2:32][C:33]2[O:37][N:36]=[C:35]([CH3:38])[CH:34]=2)[C@H:10]([OH:39])[C@@H:9]1[OH:40])(C)(C)C.FC(F)(F)C(O)=O. The catalyst class is: 4. Product: [Cl:30][C:28]1[CH:27]=[CH:26][C:25]([O:31][CH2:32][C:33]2[O:37][N:36]=[C:35]([CH3:38])[CH:34]=2)=[C:24]([CH:29]=1)[CH2:23][NH:22][C:18]1[N:17]=[CH:16][N:15]=[C:14]2[C:19]=1[N:20]=[CH:21][N:13]2[C@@H:11]1[CH2:12][C@H:8]([NH:7][C:41](=[O:43])[CH3:42])[C@@H:9]([OH:40])[C@H:10]1[OH:39]. (2) Reactant: [CH3:1][NH:2][C:3]1[CH:8]=[CH:7][CH:6]=[CH:5][C:4]=1[N+:9]([O-:11])=[O:10].[H-].[Na+].[Cl:14][C:15]1[C:20](Cl)=[N:19][CH:18]=[CH:17][N:16]=1.C(OCC)(=O)C. Product: [CH3:1][N:2]([C:3]1[CH:8]=[CH:7][CH:6]=[CH:5][C:4]=1[N+:9]([O-:11])=[O:10])[C:20]1[C:15]([Cl:14])=[N:16][CH:17]=[CH:18][N:19]=1. The catalyst class is: 9. (3) Reactant: Cl[C:2]1[CH:3]=[CH:4][C:5]([N+:9]([O-:11])=[O:10])=[C:6]([CH:8]=1)[NH2:7].C(=O)([O-])[O-].[K+].[K+].[CH3:18][C@H:19]1[CH2:24][NH:23][CH2:22][C@@H:21]([CH3:25])[NH:20]1. Product: [CH3:18][C@H:19]1[NH:20][C@@H:21]([CH3:25])[CH2:22][N:23]([C:2]2[CH:3]=[CH:4][C:5]([N+:9]([O-:11])=[O:10])=[C:6]([CH:8]=2)[NH2:7])[CH2:24]1. The catalyst class is: 3.